This data is from Full USPTO retrosynthesis dataset with 1.9M reactions from patents (1976-2016). The task is: Predict the reactants needed to synthesize the given product. (1) The reactants are: [NH2:1][C@@H:2]([CH2:8][CH2:9][CH3:10])[C:3]([O:5][CH2:6][CH3:7])=[O:4].C(N(CC)CC)C.Br[C@H:19]([CH3:41])[C:20]([N:22]1[C@@H:30]2[C@@H:25]([CH2:26][CH2:27][CH2:28][CH2:29]2)[CH2:24][C@H:23]1[C:31]([O:33][CH2:34][C:35]1[CH:40]=[CH:39][CH:38]=[CH:37][CH:36]=1)=[O:32])=[O:21]. Given the product [CH2:6]([O:5][C:3]([C@@H:2]([NH:1][C@@H:19]([CH3:41])[C:20]([N:22]1[C@@H:30]2[C@@H:25]([CH2:26][CH2:27][CH2:28][CH2:29]2)[CH2:24][C@H:23]1[C:31]([O:33][CH2:34][C:35]1[CH:36]=[CH:37][CH:38]=[CH:39][CH:40]=1)=[O:32])=[O:21])[CH2:8][CH2:9][CH3:10])=[O:4])[CH3:7], predict the reactants needed to synthesize it. (2) Given the product [F:10][C:8]([F:11])([F:9])[C:5]1[CH:4]=[C:3]2[C:2](=[CH:7][CH:6]=1)[C:17]1[C:16](=[C:25]3[C:20](=[CH:19][CH:18]=1)[CH:21]=[CH:22][CH:23]=[N:24]3)[NH:15][S:12]2(=[O:13])=[O:14], predict the reactants needed to synthesize it. The reactants are: N[C:2]1[CH:7]=[CH:6][C:5]([C:8]([F:11])([F:10])[F:9])=[CH:4][C:3]=1[S:12]([NH:15][C:16]1[CH:17]=[CH:18][CH:19]=[C:20]2[C:25]=1[N:24]=[CH:23][CH:22]=[CH:21]2)(=[O:14])=[O:13].N(OC(C)(C)C)=O.CC(O)=O. (3) Given the product [Cl:13][C:9]1[CH:10]=[CH:11][CH:12]=[C:7]([Cl:6])[C:8]=1[N:14]1[CH:18]=[CH:17][CH:16]=[C:15]1[CH:23]=[O:24], predict the reactants needed to synthesize it. The reactants are: P(Cl)(Cl)(Cl)=O.[Cl:6][C:7]1[CH:12]=[CH:11][CH:10]=[C:9]([Cl:13])[C:8]=1[N:14]1[CH:18]=[CH:17][CH:16]=[CH:15]1.[OH-].[Na+].CN(C)[CH:23]=[O:24]. (4) Given the product [NH2:21][C:20]1[C:22]2[C:23]([CH3:29])([CH3:28])[C:24](=[O:25])[NH:31][C:30]=2[N:15]=[C:13]([C:7]2[C:8]3[CH2:12][CH2:11][CH2:10][C:9]=3[N:5]([CH2:4][C:3]3[CH:16]=[CH:17][CH:18]=[CH:19][C:2]=3[F:1])[N:6]=2)[N:14]=1, predict the reactants needed to synthesize it. The reactants are: [F:1][C:2]1[CH:19]=[CH:18][CH:17]=[CH:16][C:3]=1[CH2:4][N:5]1[C:9]2[CH2:10][CH2:11][CH2:12][C:8]=2[C:7]([C:13](=[NH:15])[NH2:14])=[N:6]1.[C:20]([CH:22]([C:30]#[N:31])[C:23]([CH3:29])([CH3:28])[C:24](OC)=[O:25])#[N:21].CC(C)([O-])C.[K+]. (5) Given the product [CH3:24][C:20]1[CH:21]=[CH:22][CH:23]=[C:2]([CH3:1])[C:3]=1[CH2:4][NH:5][C:6]1[C:14]2[N:13]=[C:12]([CH3:15])[N:11]([CH3:16])[C:10]=2[CH:9]=[C:8]([C:17]([N:48]([CH2:49][CH2:50][OH:51])[CH3:47])=[O:18])[CH:7]=1, predict the reactants needed to synthesize it. The reactants are: [CH3:1][C:2]1[CH:23]=[CH:22][CH:21]=[C:20]([CH3:24])[C:3]=1[CH2:4][NH:5][C:6]1[C:14]2[N:13]=[C:12]([CH3:15])[N:11]([CH3:16])[C:10]=2[CH:9]=[C:8]([C:17](O)=[O:18])[CH:7]=1.F[B-](F)(F)F.N1(OC(N(C)C)=[N+](C)C)C2C=CC=CC=2N=N1.[CH3:47][NH:48][CH2:49][CH2:50][OH:51]. (6) Given the product [F:11][C:9]1[CH:10]=[C:2]([N:1]2[CH:46]=[N:44][N:43]=[N:42]2)[CH:3]=[C:4]2[C:8]=1[N:7]([CH2:12][C:13]1[CH:18]=[CH:17][C:16]([CH:19]3[CH2:20][CH2:21][N:22]([C:25]([O:27][C:28]([CH3:31])([CH3:30])[CH3:29])=[O:26])[CH2:23][CH2:24]3)=[CH:15][N:14]=1)[CH2:6][CH2:5]2, predict the reactants needed to synthesize it. The reactants are: [NH2:1][C:2]1[CH:3]=[C:4]2[C:8](=[C:9]([F:11])[CH:10]=1)[N:7]([CH2:12][C:13]1[CH:18]=[CH:17][C:16]([CH:19]3[CH2:24][CH2:23][N:22]([C:25]([O:27][C:28]([CH3:31])([CH3:30])[CH3:29])=[O:26])[CH2:21][CH2:20]3)=[CH:15][N:14]=1)[CH2:6][CH2:5]2.C(OCC)(OCC)OCC.[N-:42]=[N+:43]=[N-:44].[Na+].[C:46](=O)([O-])O.[Na+]. (7) The reactants are: [CH3:1][O:2][C:3](=[O:18])[CH2:4][C:5]1[C:14]([Cl:15])=[CH:13][CH:12]=[C:11]2[C:6]=1[CH:7]=[C:8]([CH2:16]Br)[N:9]=[CH:10]2.[CH3:19][NH:20][CH3:21]. Given the product [CH3:1][O:2][C:3](=[O:18])[CH2:4][C:5]1[C:14]([Cl:15])=[CH:13][CH:12]=[C:11]2[C:6]=1[CH:7]=[C:8]([CH2:16][N:20]([CH3:21])[CH3:19])[N:9]=[CH:10]2, predict the reactants needed to synthesize it.